From a dataset of Reaction yield outcomes from USPTO patents with 853,638 reactions. Predict the reaction yield, written as a fraction of the theoretical maximum amount of product (1.0 means a 100% yield; for example, 0.34 means a 34% yield). The reactants are C([O:4][C@@H:5]1[C@@H:10]([O:11]C(=O)C)[C@H:9]([O:15]C(=O)C)[C@@H:8]([CH2:19][O:20]C(=O)C)[O:7][C@H:6]1[C:24]1[CH:29]=[CH:28][C:27]([C:30]2[CH:35]=[CH:34][C:33]([C@@H:36]3[C@@H:39]([CH2:40][CH2:41][C@@H:42]([C:44]4[CH:49]=[CH:48][C:47]([F:50])=[CH:46][CH:45]=4)[OH:43])[C:38](=[O:51])[N:37]3[C:52]3[CH:57]=[CH:56][CH:55]=[CH:54][CH:53]=3)=[C:32]([O:58][CH2:59][C:60]3[CH:65]=[CH:64][CH:63]=[CH:62][CH:61]=3)[CH:31]=2)=[CH:26][CH:25]=1)(=O)C.[OH-].[NH4+]. The catalyst is CO. The product is [CH2:59]([O:58][C:32]1[CH:31]=[C:30]([C:27]2[CH:28]=[CH:29][C:24]([C@@H:6]3[O:7][C@H:8]([CH2:19][OH:20])[C@@H:9]([OH:15])[C@H:10]([OH:11])[C@H:5]3[OH:4])=[CH:25][CH:26]=2)[CH:35]=[CH:34][C:33]=1[C@@H:36]1[C@@H:39]([CH2:40][CH2:41][C@@H:42]([C:44]2[CH:45]=[CH:46][C:47]([F:50])=[CH:48][CH:49]=2)[OH:43])[C:38](=[O:51])[N:37]1[C:52]1[CH:57]=[CH:56][CH:55]=[CH:54][CH:53]=1)[C:60]1[CH:65]=[CH:64][CH:63]=[CH:62][CH:61]=1. The yield is 1.11.